Dataset: Full USPTO retrosynthesis dataset with 1.9M reactions from patents (1976-2016). Task: Predict the reactants needed to synthesize the given product. (1) Given the product [Cl:27][C:26]1[C:25]2[C:20](=[CH:21][CH:22]=[C:23]([C:28]([C:30]3[N:34]([CH3:35])[C:33]([CH3:36])=[N:32][CH:31]=3)([C:37]3[N:41]([CH3:42])[C:40]([CH3:43])=[N:39][CH:38]=3)[OH:29])[CH:24]=2)[N:19]=[C:18]([O:44][CH3:45])[C:17]=1[CH2:16][NH:5][CH2:4][CH2:3][C:2]([F:7])([F:6])[F:1], predict the reactants needed to synthesize it. The reactants are: [F:1][C:2]([F:7])([F:6])[CH2:3][CH2:4][NH2:5].[Si](O[CH2:16][C:17]1[C:18]([O:44][CH3:45])=[N:19][C:20]2[C:25]([C:26]=1[Cl:27])=[CH:24][C:23]([C:28]([C:37]1[N:41]([CH3:42])[C:40]([CH3:43])=[N:39][CH:38]=1)([C:30]1[N:34]([CH3:35])[C:33]([CH3:36])=[N:32][CH:31]=1)[OH:29])=[CH:22][CH:21]=2)(C(C)(C)C)(C)C.C(N(CC)CC)C. (2) Given the product [O:14]1[CH2:15][CH:9]([C:6]2[C:5]3[S:29][C:28]([NH2:27])=[N:16][C:4]=3[C:3]([O:2][CH3:1])=[CH:8][CH:7]=2)[CH2:10][O:11][CH2:12][CH2:13]1, predict the reactants needed to synthesize it. The reactants are: [CH3:1][O:2][C:3]1[CH:8]=[CH:7][C:6]([CH:9]2[CH2:15][O:14][CH2:13][CH2:12][O:11][CH2:10]2)=[CH:5][C:4]=1[N+:16]([O-])=O.COC1C2[N:27]=[C:28](N)[S:29]C=2C(OC2C=CC=CC=2)=CC=1.